From a dataset of Full USPTO retrosynthesis dataset with 1.9M reactions from patents (1976-2016). Predict the reactants needed to synthesize the given product. (1) Given the product [CH3:1][CH:2]1[CH2:11][CH2:10][C:9]2[C:4](=[CH:5][CH:6]=[CH:7][C:8]=2[N:12]2[CH2:13][CH2:14][N:15]([C:18]([O:20][C:21]([CH3:22])([CH3:24])[CH3:23])=[O:19])[CH2:16][CH2:17]2)[NH:3]1, predict the reactants needed to synthesize it. The reactants are: [CH3:1][C:2]1[CH:11]=[CH:10][C:9]2[C:4](=[CH:5][CH:6]=[CH:7][C:8]=2[N:12]2[CH2:17][CH2:16][N:15]([C:18]([O:20][C:21]([CH3:24])([CH3:23])[CH3:22])=[O:19])[CH2:14][CH2:13]2)[N:3]=1.[BH4-].[Na+]. (2) The reactants are: Cl[C:2]1[C:11]2[C:6](=[CH:7][CH:8]=[CH:9][CH:10]=2)[NH:5]/[C:4](=[C:12]2/[C:13]([CH3:18])=[N:14][NH:15][C:16]/2=[O:17])/[CH:3]=1.[CH3:19][O:20][C:21]1[CH:26]=[CH:25][CH:24]=[CH:23][C:22]=1[SH:27]. Given the product [CH3:19][O:20][C:21]1[CH:26]=[CH:25][CH:24]=[CH:23][C:22]=1[S:27][C:2]1[C:11]2[C:6](=[CH:7][CH:8]=[CH:9][CH:10]=2)[NH:5]/[C:4](=[C:12]2/[C:13]([CH3:18])=[N:14][NH:15][C:16]/2=[O:17])/[CH:3]=1, predict the reactants needed to synthesize it. (3) Given the product [CH3:40][C:41]([CH3:64])([CH3:63])[C@H:42]([N:46]1[CH2:50][CH2:49][N:48]([CH2:51][C:52]2[N:56]([CH3:57])[C:55]3[CH:58]=[CH:59][CH:60]=[CH:61][C:54]=3[N:53]=2)[C:47]1=[O:62])[C:43]([NH:1][C@@H:2]([CH2:33][C:34]1[CH:35]=[CH:36][CH:37]=[CH:38][CH:39]=1)[C@@H:3]([OH:32])[CH2:4][C@H:5]([NH:19][C:20]([C@@H:22]([NH:27][C:28](=[O:31])[O:29][CH3:30])[C:23]([CH3:26])([CH3:25])[CH3:24])=[O:21])[CH2:6][C:7]1[CH:12]=[CH:11][C:10]([C:13]2[CH:18]=[CH:17][CH:16]=[CH:15][N:14]=2)=[CH:9][CH:8]=1)=[O:44], predict the reactants needed to synthesize it. The reactants are: [NH2:1][C@@H:2]([CH2:33][C:34]1[CH:39]=[CH:38][CH:37]=[CH:36][CH:35]=1)[C@@H:3]([OH:32])[CH2:4][C@H:5]([NH:19][C:20]([C@@H:22]([NH:27][C:28](=[O:31])[O:29][CH3:30])[C:23]([CH3:26])([CH3:25])[CH3:24])=[O:21])[CH2:6][C:7]1[CH:12]=[CH:11][C:10]([C:13]2[CH:18]=[CH:17][CH:16]=[CH:15][N:14]=2)=[CH:9][CH:8]=1.[CH3:40][C:41]([CH3:64])([CH3:63])[C@H:42]([N:46]1[CH2:50][CH2:49][N:48]([CH2:51][C:52]2[N:56]([CH3:57])[C:55]3[CH:58]=[CH:59][CH:60]=[CH:61][C:54]=3[N:53]=2)[C:47]1=[O:62])[C:43](O)=[O:44].CCOP(ON1N=NC2C=CC=CC=2C1=O)(OCC)=O.C(N(CC)C(C)C)(C)C. (4) Given the product [C:2]([C:3]1[NH:14][C:6]2=[N:7][CH:8]=[C:9]([N+:11]([O-:13])=[O:12])[CH:10]=[C:5]2[CH:4]=1)([CH3:16])([CH3:15])[CH3:1], predict the reactants needed to synthesize it. The reactants are: [CH3:1][C:2]([CH3:16])([CH3:15])[C:3]#[C:4][C:5]1[C:6]([NH2:14])=[N:7][CH:8]=[C:9]([N+:11]([O-:13])=[O:12])[CH:10]=1.CCCC[N+](CCCC)(CCCC)CCCC.[F-]. (5) Given the product [C:18]1([C:24]2[CH:29]=[CH:28][N:27]=[C:26]([N:30]3[CH2:35][CH2:34][N:33]([C:8]([NH:7][C:3]4[N:2]=[N:1][CH:6]=[CH:5][CH:4]=4)=[O:15])[CH2:32][CH2:31]3)[N:25]=2)[CH:19]=[CH:20][CH:21]=[CH:22][CH:23]=1, predict the reactants needed to synthesize it. The reactants are: [N:1]1[CH:6]=[CH:5][CH:4]=[C:3]([NH:7][C:8](=[O:15])OCC(Cl)(Cl)Cl)[N:2]=1.Cl.Cl.[C:18]1([C:24]2[CH:29]=[CH:28][N:27]=[C:26]([N:30]3[CH2:35][CH2:34][NH:33][CH2:32][CH2:31]3)[N:25]=2)[CH:23]=[CH:22][CH:21]=[CH:20][CH:19]=1. (6) Given the product [CH2:9]([CH:4]1[C:5](=[O:6])[NH:11][C:12]2[CH:17]=[CH:16][C:15]([N+:18]([O-:20])=[O:19])=[CH:14][C:13]=2[O:21]1)[CH3:10], predict the reactants needed to synthesize it. The reactants are: [F-].[K+].Br[CH:4]([CH2:9][CH3:10])[C:5](OC)=[O:6].[NH2:11][C:12]1[CH:17]=[CH:16][C:15]([N+:18]([O-:20])=[O:19])=[CH:14][C:13]=1[OH:21]. (7) The reactants are: [Br:1][C:2]1[C:3]([F:10])=[C:4]([CH:6]=[CH:7][C:8]=1[F:9])[NH2:5].[O-]S([O-])(=O)=O.[Na+].[Na+].Cl[C:19](Cl)(Cl)[CH:20]([OH:22])O.Cl.[NH2:26][OH:27].S(=O)(=O)(O)O. Given the product [Br:1][C:2]1[C:3]([F:10])=[C:4]([NH:5][C:20](=[O:22])[CH:19]=[N:26][OH:27])[CH:6]=[CH:7][C:8]=1[F:9], predict the reactants needed to synthesize it.